This data is from Forward reaction prediction with 1.9M reactions from USPTO patents (1976-2016). The task is: Predict the product of the given reaction. (1) Given the reactants [F:1][C:2]1([F:11])[CH2:7][CH2:6][CH:5]([C:8](=[S:10])[NH2:9])[CH2:4][CH2:3]1.Br[CH2:13][C:14](=O)[C:15]([O:17][CH2:18][CH3:19])=[O:16], predict the reaction product. The product is: [F:11][C:2]1([F:1])[CH2:7][CH2:6][CH:5]([C:8]2[S:10][CH:13]=[C:14]([C:15]([O:17][CH2:18][CH3:19])=[O:16])[N:9]=2)[CH2:4][CH2:3]1. (2) Given the reactants [N+](C1C=CC(N2CCNCC2)=CC=1)([O-])=O.[N+:16]([C:19]1[CH:20]=[C:21]([N:25]2[CH2:30][CH2:29][NH:28][CH2:27][CH2:26]2)[CH:22]=[CH:23][CH:24]=1)([O-])=O.CS(C1N=CC2=CC=C([C:43]3C=CC=[CH:45][C:44]=3[O:49]C)N2N=1)=O.CS([C:54]1[N:59]=[CH:58][C:57]2=[CH:60][CH:61]=[C:62]([C:63]3[CH:68]=[CH:67][C:66]([S:69]([CH3:72])(=[O:71])=[O:70])=[CH:65][CH:64]=3)[N:56]2[N:55]=1)=O, predict the reaction product. The product is: [CH3:72][S:69]([C:66]1[CH:67]=[CH:68][C:63]([C:62]2[N:56]3[C:57]([CH:58]=[N:59][C:54]([NH:16][C:19]4[CH:20]=[C:21]([N:25]5[CH2:30][CH2:29][N:28]([CH2:43][C@@H:44]([OH:49])[CH3:45])[CH2:27][CH2:26]5)[CH:22]=[CH:23][CH:24]=4)=[N:55]3)=[CH:60][CH:61]=2)=[CH:64][CH:65]=1)(=[O:71])=[O:70]. (3) Given the reactants [C:1](O)(=O)[CH3:2].[O:5]1[C:9]2([CH2:14][CH2:13][C:12](=O)[CH2:11][CH2:10]2)[O:8][CH2:7][CH2:6]1.[CH3:16][NH:17][CH3:18].[C-]#N.[K+], predict the reaction product. The product is: [CH3:16][N:17]([CH3:18])[C:12]1([C:2]2[CH:1]=[CH:11][CH:10]=[CH:9][CH:14]=2)[CH2:13][CH2:14][C:9]2([O:8][CH2:7][CH2:6][O:5]2)[CH2:10][CH2:11]1. (4) Given the reactants O.O.O.O.O.O.[Co:7]([Cl:9])[Cl:8].[C:10]([NH:13][C@H:14]([C:17]([OH:19])=[O:18])[CH2:15][SH:16])(=[O:12])[CH3:11].SCC(C(O)=O)NC(C)=O, predict the reaction product. The product is: [C:10]([NH:13][C@H:14]([C:17]([OH:19])=[O:18])[CH2:15][SH:16])(=[O:12])[CH3:11].[Co:7]([Cl:9])[Cl:8].